From a dataset of Full USPTO retrosynthesis dataset with 1.9M reactions from patents (1976-2016). Predict the reactants needed to synthesize the given product. Given the product [F:8][C:7]1[C:2]([N:1]=[CH:19][N:20]([CH3:23])[CH3:21])=[N:3][C:4](=[O:18])[N:5]([S:9]([C:12]2[N:13]=[CH:14][N:15]([CH3:17])[CH:16]=2)(=[O:11])=[O:10])[CH:6]=1, predict the reactants needed to synthesize it. The reactants are: [NH2:1][C:2]1[C:7]([F:8])=[CH:6][N:5]([S:9]([C:12]2[N:13]=[CH:14][N:15]([CH3:17])[CH:16]=2)(=[O:11])=[O:10])[C:4](=[O:18])[N:3]=1.[CH3:19][N:20]([CH3:23])[CH:21]=O.COC(OC)N(C)C.